Task: Regression. Given a peptide amino acid sequence and an MHC pseudo amino acid sequence, predict their binding affinity value. This is MHC class I binding data.. Dataset: Peptide-MHC class I binding affinity with 185,985 pairs from IEDB/IMGT (1) The peptide sequence is MEAQLIRQM. The MHC is HLA-B44:02 with pseudo-sequence HLA-B44:02. The binding affinity (normalized) is 0.776. (2) The peptide sequence is RFDEAIINY. The binding affinity (normalized) is 0.0847. The MHC is HLA-A01:01 with pseudo-sequence HLA-A01:01. (3) The peptide sequence is RIKQIINMW. The MHC is HLA-A26:01 with pseudo-sequence HLA-A26:01. The binding affinity (normalized) is 0.203. (4) The peptide sequence is RKIYDLIEL. The MHC is HLA-B40:02 with pseudo-sequence HLA-B40:02. The binding affinity (normalized) is 0.0220.